Dataset: Full USPTO retrosynthesis dataset with 1.9M reactions from patents (1976-2016). Task: Predict the reactants needed to synthesize the given product. (1) The reactants are: O=[C:2]([C:9]1[CH:14]=[CH:13][N:12]=[CH:11][N:10]=1)[CH2:3][C:4]([O:6]CC)=O.C[O-].[Na+].Cl.[CH:19]([NH2:21])=[NH:20].O. Given the product [N:20]1[C:4]([OH:6])=[CH:3][C:2]([C:9]2[CH:14]=[CH:13][N:12]=[CH:11][N:10]=2)=[N:21][CH:19]=1, predict the reactants needed to synthesize it. (2) The reactants are: [CH2:1]([O:3][C:4]([C:6]1([C:9]2[CH:14]=[CH:13][C:12]([C:15]3[CH:20]=[CH:19][C:18]([C:21]4[O:25][N:24]=[C:23]([CH3:26])[C:22]=4[NH:27][C:28]4[CH:33]=[CH:32][CH:31]=[C:30](Br)[CH:29]=4)=[CH:17][CH:16]=3)=[CH:11][CH:10]=2)[CH2:8][CH2:7]1)=[O:5])[CH3:2].[CH3:35][N:36]([CH2:38][C:39]1[CH:44]=[CH:43][CH:42]=[CH:41][C:40]=1B(O)O)[CH3:37]. Given the product [CH2:1]([O:3][C:4]([C:6]1([C:9]2[CH:14]=[CH:13][C:12]([C:15]3[CH:20]=[CH:19][C:18]([C:21]4[O:25][N:24]=[C:23]([CH3:26])[C:22]=4[NH:27][C:28]4[CH:29]=[C:30]([C:40]5[CH:41]=[CH:42][CH:43]=[CH:44][C:39]=5[CH2:38][N:36]([CH3:37])[CH3:35])[CH:31]=[CH:32][CH:33]=4)=[CH:17][CH:16]=3)=[CH:11][CH:10]=2)[CH2:8][CH2:7]1)=[O:5])[CH3:2], predict the reactants needed to synthesize it. (3) Given the product [CH3:3][C:4]([CH3:44])([CH2:40][CH2:41][CH:42]=[CH2:43])[CH2:5][O:6][C:7]([NH:9][C@H:10]([C:15]([N:17]1[CH2:25][C@H:24]([NH:26][C:27]([C:29]2[N:30]([CH3:39])[C:31]3[C:36]([CH:37]=2)=[C:35]([CH:45]=[CH2:46])[CH:34]=[CH:33][CH:32]=3)=[O:28])[CH2:23][C@H:18]1[C:19]([O:21][CH3:22])=[O:20])=[O:16])[C:11]([CH3:14])([CH3:13])[CH3:12])=[O:8], predict the reactants needed to synthesize it. The reactants are: N#N.[CH3:3][C:4]([CH3:44])([CH2:40][CH2:41][CH:42]=[CH2:43])[CH2:5][O:6][C:7]([NH:9][C@H:10]([C:15]([N:17]1[CH2:25][C@H:24]([NH:26][C:27]([C:29]2[N:30]([CH3:39])[C:31]3[C:36]([CH:37]=2)=[C:35](Br)[CH:34]=[CH:33][CH:32]=3)=[O:28])[CH2:23][C@H:18]1[C:19]([O:21][CH3:22])=[O:20])=[O:16])[C:11]([CH3:14])([CH3:13])[CH3:12])=[O:8].[CH2:45](C([Sn])=C(CCCC)CCCC)[CH2:46]CC. (4) Given the product [CH2:11]([C@H:18]1[CH2:19][N:20]([C:24]2[CH:29]=[CH:28][C:27]([O:30][CH3:31])=[C:26]([O:32][CH:33]3[CH2:36][CH2:35][CH2:34]3)[CH:25]=2)[CH2:21][CH2:22][N:23]1[C:8](=[O:10])[CH2:7][C:2]1[CH:3]=[CH:4][CH:5]=[CH:6][N:1]=1)[C:12]1[CH:13]=[CH:14][CH:15]=[CH:16][CH:17]=1, predict the reactants needed to synthesize it. The reactants are: [N:1]1[CH:6]=[CH:5][CH:4]=[CH:3][C:2]=1[CH2:7][C:8]([OH:10])=O.[CH2:11]([C@@H:18]1[NH:23][CH2:22][CH2:21][N:20]([C:24]2[CH:29]=[CH:28][C:27]([O:30][CH3:31])=[C:26]([O:32][CH:33]3[CH2:36][CH2:35][CH2:34]3)[CH:25]=2)[CH2:19]1)[C:12]1[CH:17]=[CH:16][CH:15]=[CH:14][CH:13]=1. (5) Given the product [Cl:1][C:2]1[S:6][C:5]([S:7]([NH:10][C:11]2[CH:19]=[CH:18][C:14]([C:15]([O:17][CH2:28][CH2:29][OH:30])=[O:16])=[C:13]([OH:20])[CH:12]=2)(=[O:8])=[O:9])=[CH:4][C:3]=1[C:21]1[CH:26]=[CH:25][CH:24]=[C:23]([F:27])[CH:22]=1, predict the reactants needed to synthesize it. The reactants are: [Cl:1][C:2]1[S:6][C:5]([S:7]([NH:10][C:11]2[CH:19]=[CH:18][C:14]([C:15]([OH:17])=[O:16])=[C:13]([OH:20])[CH:12]=2)(=[O:9])=[O:8])=[CH:4][C:3]=1[C:21]1[CH:26]=[CH:25][CH:24]=[C:23]([F:27])[CH:22]=1.[CH2:28](O)[CH2:29][OH:30]. (6) Given the product [Cl:19][C:20]1[CH:25]=[CH:24][C:23]([C@@:26]2([OH:34])[CH2:31][CH2:30][N:29]([C:16](=[O:18])[CH2:15][C:9]3([NH:8][C:6](=[O:7])[C:54]4[CH:59]=[CH:58][CH:57]=[CH:56][CH:55]=4)[CH2:10][CH2:11][O:12][CH2:13][CH2:14]3)[CH2:28][C:27]2([CH3:32])[CH3:33])=[CH:22][CH:21]=1, predict the reactants needed to synthesize it. The reactants are: C(O[C:6]([NH:8][C:9]1([CH2:15][C:16]([OH:18])=O)[CH2:14][CH2:13][O:12][CH2:11][CH2:10]1)=[O:7])(C)(C)C.[Cl:19][C:20]1[CH:25]=[CH:24][C:23]([C@@:26]2([OH:34])[CH2:31][CH2:30][NH:29][CH2:28][C:27]2([CH3:33])[CH3:32])=[CH:22][CH:21]=1.C(N(C(C)C)CC)(C)C.F[P-](F)(F)(F)(F)F.N1(O[P+](N(C)C)(N(C)C)N(C)C)[C:55]2[CH:56]=[CH:57][CH:58]=[CH:59][C:54]=2N=N1.